The task is: Predict the product of the given reaction.. This data is from Forward reaction prediction with 1.9M reactions from USPTO patents (1976-2016). (1) Given the reactants [CH3:1][O:2][C:3]1[CH:4]=[CH:5][C:6]([C:9]#[C:10][C:11]2[CH:16]=[CH:15][CH:14]=[CH:13][CH:12]=2)=[N:7][CH:8]=1.[N+:17](C1C=C([N+]([O-])=O)C=CC=1ON)([O-])=O.C([O-])([O-])=O.[K+].[K+].CN(C=O)C, predict the reaction product. The product is: [CH3:1][O:2][C:3]1[CH:4]=[CH:5][C:6]2[N:7]([N:17]=[C:10]([C:11]3[CH:16]=[CH:15][CH:14]=[CH:13][CH:12]=3)[CH:9]=2)[CH:8]=1. (2) The product is: [Br:1][C:2]1[CH:3]=[CH:4][C:5]([CH2:6][C@@:7]23[CH2:26][C@@H:25]([OH:27])[CH2:24][N:8]2[S:9](=[O:22])(=[O:23])[C:10]([C:14]2[CH:15]=[C:16]([Cl:21])[CH:17]=[C:18]([Cl:20])[CH:19]=2)=[C:11]3[O:12][CH3:13])=[CH:35][CH:36]=1. Given the reactants [Br:1][C:2]1[CH:36]=[CH:35][C:5]([CH2:6][C@@:7]23[CH2:26][C@@H:25]([O:27][Si](C(C)(C)C)(C)C)[CH2:24][N:8]2[S:9](=[O:23])(=[O:22])[C:10]([C:14]2[CH:19]=[C:18]([Cl:20])[CH:17]=[C:16]([Cl:21])[CH:15]=2)=[C:11]3[O:12][CH3:13])=[CH:4][CH:3]=1.F.CCOC(C)=O.C([O-])(O)=O.[Na+], predict the reaction product. (3) Given the reactants [CH3:1][O:2][C:3](=[O:12])[C:4]1[CH:9]=[CH:8][C:7]([CH3:10])=[N:6][C:5]=1Cl.[Na].[C:14](O)(=[O:16])C, predict the reaction product. The product is: [CH3:1][O:2][C:3](=[O:12])[C:4]1[CH:9]=[CH:8][C:7]([CH3:10])=[N:6][C:5]=1[O:16][CH3:14]. (4) Given the reactants [NH2:1][C:2]1[C:11]2[CH:10]=[CH:9][CH:8]=[C:7](Br)[C:6]=2[N:5]=[C:4]2[CH2:13][N:14]([CH:17]3[CH2:20][CH2:19][CH2:18]3)[C:15](=[O:16])[C:3]=12.[CH3:21][O:22][C:23]1[N:24]=[N:25][CH:26]=[CH:27][C:28]=1[Sn](CCCC)(CCCC)CCCC, predict the reaction product. The product is: [NH2:1][C:2]1[C:11]2[CH:10]=[CH:9][CH:8]=[C:7]([C:28]3[CH:27]=[CH:26][N:25]=[N:24][C:23]=3[O:22][CH3:21])[C:6]=2[N:5]=[C:4]2[CH2:13][N:14]([CH:17]3[CH2:20][CH2:19][CH2:18]3)[C:15](=[O:16])[C:3]=12. (5) Given the reactants [F:1][C:2]1[C:3]([NH:12][C:13]2[CH:18]=[CH:17][C:16]([I:19])=[CH:15][C:14]=2[F:20])=[C:4]([CH:8]=[CH:9][C:10]=1[F:11])[C:5]([OH:7])=O.Cl.CN(C)CCCN=C=NCC.[O:33]1[CH2:37][CH2:36][O:35][CH:34]1[CH2:38][CH:39]([C:41]1([OH:45])[CH2:44][NH:43][CH2:42]1)[OH:40].C(OCC)(=O)C, predict the reaction product. The product is: [F:1][C:2]1[C:3]([NH:12][C:13]2[CH:18]=[CH:17][C:16]([I:19])=[CH:15][C:14]=2[F:20])=[C:4]([C:5]([N:43]2[CH2:42][C:41]([CH:39]([OH:40])[CH2:38][CH:34]3[O:33][CH2:37][CH2:36][O:35]3)([OH:45])[CH2:44]2)=[O:7])[CH:8]=[CH:9][C:10]=1[F:11]. (6) The product is: [CH:20]([N:17]1[C:4]2=[N:5][C:6]([C:8]3[CH:13]=[CH:12][C:11]([N+:14]([O-:16])=[O:15])=[CH:10][CH:9]=3)=[N:7][C:2]([N:26]3[CH2:25][CH:24]4[O:31][CH:28]([CH2:29][CH2:30]4)[CH2:27]3)=[C:3]2[CH:19]=[N:18]1)([CH3:22])[CH3:21]. Given the reactants Cl[C:2]1[N:7]=[C:6]([C:8]2[CH:13]=[CH:12][C:11]([N+:14]([O-:16])=[O:15])=[CH:10][CH:9]=2)[N:5]=[C:4]2[N:17]([CH:20]([CH3:22])[CH3:21])[N:18]=[CH:19][C:3]=12.Cl.[CH:24]12[O:31][CH:28]([CH2:29][CH2:30]1)[CH2:27][NH:26][CH2:25]2.C(N(CC)CC)C, predict the reaction product. (7) Given the reactants [CH3:1][O:2][C:3]([CH:5]([CH2:12][CH2:13][CH2:14][CH2:15][CH2:16][CH2:17][CH2:18][CH2:19][CH2:20][CH2:21][CH2:22][CH3:23])[C:6](=[O:11])[C:7]([O:9][CH3:10])=[O:8])=[O:4].[H-].[Na+].Br[Se:27][C:28]1[CH:33]=[CH:32][CH:31]=[CH:30][CH:29]=1.O, predict the reaction product. The product is: [C:28]1([Se:27][C:5]([C:3]([O:2][CH3:1])=[O:4])([CH2:12][CH2:13][CH2:14][CH2:15][CH2:16][CH2:17][CH2:18][CH2:19][CH2:20][CH2:21][CH2:22][CH3:23])[C:6](=[O:11])[C:7]([O:9][CH3:10])=[O:8])[CH:33]=[CH:32][CH:31]=[CH:30][CH:29]=1. (8) Given the reactants B(Br)(Br)Br.[Br:5][C:6]1[C:15]([CH3:16])=[CH:14][C:13]2[C:8](=[CH:9][CH:10]=[C:11]([O:17]C)[CH:12]=2)[C:7]=1[C:19]1[CH:24]=[CH:23][C:22]([Cl:25])=[CH:21][CH:20]=1.CO, predict the reaction product. The product is: [Br:5][C:6]1[C:7]([C:19]2[CH:24]=[CH:23][C:22]([Cl:25])=[CH:21][CH:20]=2)=[C:8]2[C:13](=[CH:14][C:15]=1[CH3:16])[CH:12]=[C:11]([OH:17])[CH:10]=[CH:9]2. (9) Given the reactants [Br:1][C:2]1[CH:7]=[CH:6][C:5]([OH:8])=[CH:4][N:3]=1.Br[CH:10]([CH:12]1[CH2:14][C:13]1([F:16])[F:15])C.C([O-])([O-])=O.[K+].[K+], predict the reaction product. The product is: [Br:1][C:2]1[CH:7]=[CH:6][C:5]([O:8][CH2:10][CH:12]2[CH2:14][C:13]2([F:16])[F:15])=[CH:4][N:3]=1.